This data is from Reaction yield outcomes from USPTO patents with 853,638 reactions. The task is: Predict the reaction yield, written as a fraction of the theoretical maximum amount of product (1.0 means a 100% yield; for example, 0.34 means a 34% yield). (1) The reactants are [CH3:1][N:2]([CH2:4][CH2:5][N:6]1[C:20](=[O:21])[C:15]2=[CH:16][C:17]([NH2:19])=[CH:18][C:13]3[C:14]2=[C:9]([CH:10]=[CH:11][CH:12]=3)[C:7]1=[O:8])[CH3:3].[CH2:22]([O:24][C:25]([N:27]=[C:28]=[O:29])=[O:26])[CH3:23].O. The product is [CH2:22]([O:24][C:25](=[O:26])[NH:27][C:28]([NH:19][C:17]1[CH:18]=[C:13]2[CH:12]=[CH:11][CH:10]=[C:9]3[C:14]2=[C:15]([CH:16]=1)[C:20](=[O:21])[N:6]([CH2:5][CH2:4][N:2]([CH3:1])[CH3:3])[C:7]3=[O:8])=[O:29])[CH3:23]. The yield is 0.760. The catalyst is CC(=O)CC. (2) The reactants are [NH2:1][C:2]1[N:7]=[CH:6][N:5]=[C:4]2[N:8]([CH:12]3[CH2:17][CH2:16][CH2:15][N:14]([C:18]([O:20][C:21]([CH3:24])([CH3:23])[CH3:22])=[O:19])[CH2:13]3)[N:9]=[C:10](I)[C:3]=12.[O:25]([C:32]1[CH:37]=[CH:36][C:35](B(O)O)=[CH:34][CH:33]=1)[C:26]1[CH:31]=[CH:30][CH:29]=[CH:28][CH:27]=1.C(=O)([O-])[O-].[Na+].[Na+]. The catalyst is O1CCOCC1.O.C1C=CC([P]([Pd]([P](C2C=CC=CC=2)(C2C=CC=CC=2)C2C=CC=CC=2)([P](C2C=CC=CC=2)(C2C=CC=CC=2)C2C=CC=CC=2)[P](C2C=CC=CC=2)(C2C=CC=CC=2)C2C=CC=CC=2)(C2C=CC=CC=2)C2C=CC=CC=2)=CC=1. The product is [NH2:1][C:2]1[N:7]=[CH:6][N:5]=[C:4]2[N:8]([CH:12]3[CH2:17][CH2:16][CH2:15][N:14]([C:18]([O:20][C:21]([CH3:24])([CH3:23])[CH3:22])=[O:19])[CH2:13]3)[N:9]=[C:10]([C:35]3[CH:36]=[CH:37][C:32]([O:25][C:26]4[CH:31]=[CH:30][CH:29]=[CH:28][CH:27]=4)=[CH:33][CH:34]=3)[C:3]=12. The yield is 0.640. (3) The reactants are [H-].[Na+].P([CH2:7][C:8]([O:10][CH2:11][CH3:12])=[O:9])(O)(O)=O.[Br:13][C:14]1[C:19]([CH3:20])=[CH:18][N:17]=[C:16]([CH:21]=O)[CH:15]=1.O. The catalyst is COCCOC. The product is [Br:13][C:14]1[C:19]([CH3:20])=[CH:18][N:17]=[C:16](/[CH:21]=[CH:7]/[C:8]([O:10][CH2:11][CH3:12])=[O:9])[CH:15]=1. The yield is 0.870. (4) The reactants are [CH2:1]([O:4][C:5]1([CH3:18])[CH2:10][CH2:9][N:8](C(OC(C)(C)C)=O)[CH2:7][CH2:6]1)[CH:2]=[CH2:3].[ClH:19].O1CCOCC1. No catalyst specified. The product is [ClH:19].[CH2:1]([O:4][C:5]1([CH3:18])[CH2:6][CH2:7][NH:8][CH2:9][CH2:10]1)[CH:2]=[CH2:3]. The yield is 0.950. (5) The reactants are [I:1][C:2]1[CH:3]=[N:4][NH:5][CH:6]=1.C1COCC1.C(N(CC)CC)C.Cl[Si:20]([CH3:23])([CH3:22])[CH3:21]. The catalyst is CCCCCCC. The product is [CH3:21][Si:20]([CH3:23])([CH3:22])[N:4]1[CH:3]=[C:2]([I:1])[CH:6]=[N:5]1. The yield is 0.960. (6) The reactants are [F:1][C:2]1[CH:45]=[CH:44][CH:43]=[C:42]([F:46])[C:3]=1[C:4]([NH:6][C:7]1[CH:12]=[CH:11][CH:10]=[C:9]([C:13]2[N:14]=[C:15]([CH:36]3[CH2:41][CH2:40][NH:39][CH2:38][CH2:37]3)[S:16][C:17]=2[C:18]2[CH:23]=[CH:22][N:21]=[C:20]([NH:24][C:25]3[CH:34]=[C:33]4[C:28]([CH2:29][CH2:30][N:31]([CH3:35])[CH2:32]4)=[CH:27][CH:26]=3)[N:19]=2)[CH:8]=1)=[O:5].C=O.[CH3:49]C(O)=O.C(O[BH-](OC(=O)C)OC(=O)C)(=O)C.[Na+]. The catalyst is CO.C(Cl)Cl. The product is [F:46][C:42]1[CH:43]=[CH:44][CH:45]=[C:2]([F:1])[C:3]=1[C:4]([NH:6][C:7]1[CH:12]=[CH:11][CH:10]=[C:9]([C:13]2[N:14]=[C:15]([CH:36]3[CH2:41][CH2:40][N:39]([CH3:49])[CH2:38][CH2:37]3)[S:16][C:17]=2[C:18]2[CH:23]=[CH:22][N:21]=[C:20]([NH:24][C:25]3[CH:34]=[C:33]4[C:28]([CH2:29][CH2:30][N:31]([CH3:35])[CH2:32]4)=[CH:27][CH:26]=3)[N:19]=2)[CH:8]=1)=[O:5]. The yield is 0.430.